Dataset: Catalyst prediction with 721,799 reactions and 888 catalyst types from USPTO. Task: Predict which catalyst facilitates the given reaction. (1) Reactant: C[O:2][C:3]1[CH:10]=[C:9]([CH3:11])[C:8]([O:12][CH3:13])=[CH:7][C:4]=1[CH:5]=[O:6].[I-].[Na+].[Al+3].[Cl-].[Cl-].[Cl-]. Product: [OH:2][C:3]1[CH:10]=[C:9]([CH3:11])[C:8]([O:12][CH3:13])=[CH:7][C:4]=1[CH:5]=[O:6]. The catalyst class is: 10. (2) Reactant: CS(C)=O.[CH2:5]([O:12][C:13]([C:15]12[CH2:22][CH2:21][C:18]([CH2:23][OH:24])([CH2:19][CH2:20]1)[CH2:17][CH2:16]2)=[O:14])[C:6]1[CH:11]=[CH:10][CH:9]=[CH:8][CH:7]=1.C(C(CC)(CC)CN)C.C(N(CC)CC)C. Product: [CH2:5]([O:12][C:13]([C:15]12[CH2:20][CH2:19][C:18]([CH:23]=[O:24])([CH2:21][CH2:22]1)[CH2:17][CH2:16]2)=[O:14])[C:6]1[CH:7]=[CH:8][CH:9]=[CH:10][CH:11]=1. The catalyst class is: 2.